Dataset: NCI-60 drug combinations with 297,098 pairs across 59 cell lines. Task: Regression. Given two drug SMILES strings and cell line genomic features, predict the synergy score measuring deviation from expected non-interaction effect. (1) Drug 1: COC1=NC(=NC2=C1N=CN2C3C(C(C(O3)CO)O)O)N. Drug 2: CS(=O)(=O)OCCCCOS(=O)(=O)C. Cell line: SNB-19. Synergy scores: CSS=-0.0935, Synergy_ZIP=0.616, Synergy_Bliss=2.58, Synergy_Loewe=-0.0917, Synergy_HSA=0.198. (2) Drug 1: CC1=C2C(C(=O)C3(C(CC4C(C3C(C(C2(C)C)(CC1OC(=O)C(C(C5=CC=CC=C5)NC(=O)OC(C)(C)C)O)O)OC(=O)C6=CC=CC=C6)(CO4)OC(=O)C)O)C)O. Drug 2: C(CCl)NC(=O)N(CCCl)N=O. Cell line: KM12. Synergy scores: CSS=3.52, Synergy_ZIP=-0.487, Synergy_Bliss=-10.4, Synergy_Loewe=-3.68, Synergy_HSA=-9.50. (3) Drug 1: C1=CC(=C2C(=C1NCCNCCO)C(=O)C3=C(C=CC(=C3C2=O)O)O)NCCNCCO. Drug 2: C1=NC2=C(N=C(N=C2N1C3C(C(C(O3)CO)O)O)F)N. Cell line: HS 578T. Synergy scores: CSS=20.1, Synergy_ZIP=-1.44, Synergy_Bliss=-3.64, Synergy_Loewe=-24.9, Synergy_HSA=-2.82. (4) Drug 1: C1=CC(=CC=C1C#N)C(C2=CC=C(C=C2)C#N)N3C=NC=N3. Cell line: NCIH23. Synergy scores: CSS=5.19, Synergy_ZIP=-2.07, Synergy_Bliss=-2.61, Synergy_Loewe=-3.66, Synergy_HSA=-1.61. Drug 2: CC1=C(C(=CC=C1)Cl)NC(=O)C2=CN=C(S2)NC3=CC(=NC(=N3)C)N4CCN(CC4)CCO. (5) Drug 1: CC1=CC2C(CCC3(C2CCC3(C(=O)C)OC(=O)C)C)C4(C1=CC(=O)CC4)C. Drug 2: C(=O)(N)NO. Cell line: SF-268. Synergy scores: CSS=-2.52, Synergy_ZIP=2.00, Synergy_Bliss=-2.31, Synergy_Loewe=-7.93, Synergy_HSA=-7.12. (6) Synergy scores: CSS=27.7, Synergy_ZIP=6.79, Synergy_Bliss=14.6, Synergy_Loewe=7.04, Synergy_HSA=9.77. Cell line: TK-10. Drug 1: CC1C(C(=O)NC(C(=O)N2CCCC2C(=O)N(CC(=O)N(C(C(=O)O1)C(C)C)C)C)C(C)C)NC(=O)C3=C4C(=C(C=C3)C)OC5=C(C(=O)C(=C(C5=N4)C(=O)NC6C(OC(=O)C(N(C(=O)CN(C(=O)C7CCCN7C(=O)C(NC6=O)C(C)C)C)C)C(C)C)C)N)C. Drug 2: CC12CCC3C(C1CCC2O)C(CC4=C3C=CC(=C4)O)CCCCCCCCCS(=O)CCCC(C(F)(F)F)(F)F.